The task is: Predict the reactants needed to synthesize the given product.. This data is from Full USPTO retrosynthesis dataset with 1.9M reactions from patents (1976-2016). (1) Given the product [C:14]([O:13][C:11]([N:7]1[C:8]2[C:4](=[CH:3][C:2]([NH:1][S:32]([C:27]3[CH:28]=[CH:29][C:30]([Cl:31])=[C:25]([Cl:24])[CH:26]=3)(=[O:34])=[O:33])=[CH:10][CH:9]=2)[C:5]([CH3:18])=[N:6]1)=[O:12])([CH3:15])([CH3:17])[CH3:16], predict the reactants needed to synthesize it. The reactants are: [NH2:1][C:2]1[CH:3]=[C:4]2[C:8](=[CH:9][CH:10]=1)[N:7]([C:11]([O:13][C:14]([CH3:17])([CH3:16])[CH3:15])=[O:12])[N:6]=[C:5]2[CH3:18].O1CCCC1.[Cl:24][C:25]1[CH:26]=[C:27]([S:32](Cl)(=[O:34])=[O:33])[CH:28]=[CH:29][C:30]=1[Cl:31]. (2) Given the product [Br:5][C:6]1[C:11]([CH3:12])=[C:10]2[C:9](=[CH:8][C:7]=1[CH3:26])[N:13]([S:14]([CH3:17])(=[O:16])=[O:15])[CH:18]=[CH:19]2, predict the reactants needed to synthesize it. The reactants are: ClC(Cl)C.[Br:5][C:6]1[C:11]([CH3:12])=[CH:10][C:9]([N:13]([CH2:18][CH:19](OCC)OCC)[S:14]([CH3:17])(=[O:16])=[O:15])=[CH:8][C:7]=1[CH3:26].C(=O)(O)[O-].[Na+]. (3) Given the product [CH3:26][O:27][C:28]1[C:29](=[O:56])[C:30]([CH3:55])=[C:31]([CH2:37][C:38]2[CH:39]=[CH:40][C:41]([O:47][CH2:48][C:49]3[CH:50]=[N:51][CH:52]=[CH:53][CH:54]=3)=[C:42]([CH:46]=2)[C:43]([NH:7][C:6]2[CH:8]=[CH:9][C:3]([O:2][CH3:1])=[CH:4][CH:5]=2)=[O:44])[C:32](=[O:36])[C:33]=1[O:34][CH3:35], predict the reactants needed to synthesize it. The reactants are: [CH3:1][O:2][C:3]1[CH:9]=[CH:8][C:6]([NH2:7])=[CH:5][CH:4]=1.C(N(CC)CC)C.[Cl-].ClC1N(C)CC[NH+]1C.[CH3:26][O:27][C:28]1[C:29](=[O:56])[C:30]([CH3:55])=[C:31]([CH2:37][C:38]2[CH:39]=[CH:40][C:41]([O:47][CH2:48][C:49]3[CH:50]=[N:51][CH:52]=[CH:53][CH:54]=3)=[C:42]([CH:46]=2)[C:43](O)=[O:44])[C:32](=[O:36])[C:33]=1[O:34][CH3:35]. (4) Given the product [OH:2][C:3]1[CH:20]=[C:19]([C:21]([N:60]2[CH2:65][CH2:64][O:63][CH2:62][CH2:61]2)=[O:23])[CH:18]=[C:17]2[C:4]=1[C@@:5]1([CH3:29])[C@H:14]([CH2:15][S:16]2(=[O:24])=[O:25])[C@:13]2([CH3:26])[C@H:8]([C:9]([CH3:28])([CH3:27])[CH2:10][CH2:11][CH2:12]2)[CH2:7][CH2:6]1, predict the reactants needed to synthesize it. The reactants are: C[O:2][C:3]1[CH:20]=[C:19]([C:21]([OH:23])=O)[CH:18]=[C:17]2[C:4]=1[C@H:5]1[C@H:14]([CH2:15][S:16]2(=[O:25])=[O:24])[C@:13]2([CH3:26])[C@H:8]([C:9]([CH3:28])([CH3:27])[CH2:10][CH2:11][CH2:12]2)[CH2:7][CH2:6]1.[CH3:29]N(C(ON1N=NC2C=CC=NC1=2)=[N+](C)C)C.F[P-](F)(F)(F)(F)F.CN1CCOCC1.[NH:60]1[CH2:65][CH2:64][O:63][CH2:62][CH2:61]1. (5) Given the product [CH2:37]([N:35]1[CH:36]=[C:32]([C:2]2[CH:7]=[CH:6][N:5]=[C:4]3[N:8]([S:22]([C:25]4[CH:30]=[CH:29][CH:28]=[CH:27][CH:26]=4)(=[O:23])=[O:24])[C:9]([C:11]4[CH:20]=[C:19]5[C:14]([CH2:15][CH2:16][N:17]([CH3:21])[CH2:18]5)=[CH:13][CH:12]=4)=[CH:10][C:3]=23)[C:33]([C:39]2[CH:44]=[CH:43][C:42]([NH:45][C:46](=[O:50])[N:47]([CH3:49])[CH3:48])=[CH:41][CH:40]=2)=[N:34]1)[CH3:38], predict the reactants needed to synthesize it. The reactants are: Br[C:2]1[CH:7]=[CH:6][N:5]=[C:4]2[N:8]([S:22]([C:25]3[CH:30]=[CH:29][CH:28]=[CH:27][CH:26]=3)(=[O:24])=[O:23])[C:9]([C:11]3[CH:20]=[C:19]4[C:14]([CH2:15][CH2:16][N:17]([CH3:21])[CH2:18]4)=[CH:13][CH:12]=3)=[CH:10][C:3]=12.Br[C:32]1[C:33]([C:39]2[CH:44]=[CH:43][C:42]([NH:45][C:46](=[O:50])[N:47]([CH3:49])[CH3:48])=[CH:41][CH:40]=2)=[N:34][N:35]([CH2:37][CH3:38])[CH:36]=1.